Dataset: Peptide-MHC class II binding affinity with 134,281 pairs from IEDB. Task: Regression. Given a peptide amino acid sequence and an MHC pseudo amino acid sequence, predict their binding affinity value. This is MHC class II binding data. (1) The peptide sequence is VDAAFKVAATAANAA. The MHC is HLA-DPA10201-DPB11401 with pseudo-sequence HLA-DPA10201-DPB11401. The binding affinity (normalized) is 0.671. (2) The peptide sequence is TSVGKGIHTVFGSAF. The MHC is DRB1_0901 with pseudo-sequence DRB1_0901. The binding affinity (normalized) is 0.633. (3) The peptide sequence is SQMLELSWNLNGLQAY. The MHC is DRB1_0802 with pseudo-sequence DRB1_0802. The binding affinity (normalized) is 0.392. (4) The peptide sequence is NISGYNYSLSAAVKA. The MHC is H-2-IAb with pseudo-sequence H-2-IAb. The binding affinity (normalized) is 0.672. (5) The peptide sequence is KRIVKLVNDVGAVVN. The MHC is DRB1_0401 with pseudo-sequence DRB1_0401. The binding affinity (normalized) is 0.759. (6) The peptide sequence is SMDLELSWNLNGLQAY. The MHC is HLA-DQA10101-DQB10501 with pseudo-sequence HLA-DQA10101-DQB10501. The binding affinity (normalized) is 0.599. (7) The peptide sequence is SYKICTDKMFFVKNP. The MHC is DRB3_0101 with pseudo-sequence DRB3_0101. The binding affinity (normalized) is 0.750. (8) The peptide sequence is PAADKFKTFEAAFTS. The MHC is HLA-DPA10103-DPB10201 with pseudo-sequence HLA-DPA10103-DPB10201. The binding affinity (normalized) is 0.414. (9) The peptide sequence is DAYICAIRRAKSFIY. The MHC is HLA-DPA10103-DPB10401 with pseudo-sequence HLA-DPA10103-DPB10401. The binding affinity (normalized) is 0.148.